From a dataset of Full USPTO retrosynthesis dataset with 1.9M reactions from patents (1976-2016). Predict the reactants needed to synthesize the given product. (1) Given the product [ClH:1].[CH3:19][NH:20][S:21]([CH2:24][C:25]1[CH:30]=[CH:29][C:28]([NH:31][C:2]2[N:11]=[C:10]([NH:12][C:13]3[CH:18]=[CH:17][CH:16]=[CH:15][CH:14]=3)[C:9]3[C:4](=[CH:5][CH:6]=[CH:7][CH:8]=3)[N:3]=2)=[CH:27][CH:26]=1)(=[O:22])=[O:23], predict the reactants needed to synthesize it. The reactants are: [Cl:1][C:2]1[N:11]=[C:10]([NH:12][C:13]2[CH:18]=[CH:17][CH:16]=[CH:15][CH:14]=2)[C:9]2[C:4](=[CH:5][CH:6]=[CH:7][CH:8]=2)[N:3]=1.[CH3:19][NH:20][S:21]([CH2:24][C:25]1[CH:30]=[CH:29][C:28]([NH2:31])=[CH:27][CH:26]=1)(=[O:23])=[O:22]. (2) Given the product [C:2]([N+:6]([O-:7])=[CH:15][C:14]1[CH:17]=[CH:18][CH:19]=[CH:20][C:13]=1[N:8]1[CH:12]=[CH:11][CH:10]=[N:9]1)([CH3:5])([CH3:4])[CH3:3], predict the reactants needed to synthesize it. The reactants are: Cl.[C:2]([NH:6][OH:7])([CH3:5])([CH3:4])[CH3:3].[N:8]1([C:13]2[CH:20]=[CH:19][CH:18]=[CH:17][C:14]=2[CH:15]=O)[CH:12]=[CH:11][CH:10]=[N:9]1. (3) Given the product [C:1]12([CH2:11][O:12][C:21]3[C:20]([Br:19])=[CH:28][C:24]([C:25]([OH:27])=[O:26])=[C:23]([F:29])[CH:22]=3)[CH2:8][CH:7]3[CH2:6][CH:5]([CH2:4][CH:3]([CH2:9]3)[CH2:2]1)[CH2:10]2, predict the reactants needed to synthesize it. The reactants are: [C:1]12([CH2:11][OH:12])[CH2:10][CH:5]3[CH2:6][CH:7]([CH2:9][CH:3]([CH2:4]3)[CH2:2]1)[CH2:8]2.CC(C)([O-])C.[K+].[Br:19][C:20]1[C:21](F)=[CH:22][C:23]([F:29])=[C:24]([CH:28]=1)[C:25]([OH:27])=[O:26].Cl.BrC1C(F)=CC=C(C=1)C(O)=O.